This data is from Full USPTO retrosynthesis dataset with 1.9M reactions from patents (1976-2016). The task is: Predict the reactants needed to synthesize the given product. (1) Given the product [CH2:32]([NH:39][C:21](=[O:23])[C:20]1[CH:24]=[CH:25][CH:26]=[C:18]([C:16]2[CH:15]=[N:14][C:10]3[NH:11][CH2:12][CH2:13][N:8]([CH2:7][C:6]4[CH:27]=[C:2]([Cl:1])[CH:3]=[CH:4][C:5]=4[C:28]([F:29])([F:30])[F:31])[C:9]=3[CH:17]=2)[CH:19]=1)[C:33]1[CH:38]=[CH:37][CH:36]=[CH:35][CH:34]=1, predict the reactants needed to synthesize it. The reactants are: [Cl:1][C:2]1[CH:3]=[CH:4][C:5]([C:28]([F:31])([F:30])[F:29])=[C:6]([CH:27]=1)[CH2:7][N:8]1[CH2:13][CH2:12][NH:11][C:10]2[N:14]=[CH:15][C:16]([C:18]3[CH:19]=[C:20]([CH:24]=[CH:25][CH:26]=3)[C:21]([OH:23])=O)=[CH:17][C:9]1=2.[CH2:32]([NH2:39])[C:33]1[CH:38]=[CH:37][CH:36]=[CH:35][CH:34]=1. (2) The reactants are: [Br:1][C:2]1[CH:19]=[CH:18][C:5]([O:6][CH:7]2[CH2:10][N:9](C(OC(C)(C)C)=O)[CH2:8]2)=[CH:4][CH:3]=1.C(O)(C(F)(F)F)=O. Given the product [Br:1][C:2]1[CH:19]=[CH:18][C:5]([O:6][CH:7]2[CH2:8][NH:9][CH2:10]2)=[CH:4][CH:3]=1, predict the reactants needed to synthesize it. (3) Given the product [F:45][C:44]([F:47])([F:46])[C:42]([OH:48])=[O:43].[NH:32]1[C:33]2[CH:39]=[CH:40][CH:37]=[CH:36][C:34]=2[N:35]=[C:31]1[NH:30][CH:27]1[CH2:26][CH2:25][CH:24]([CH2:23][NH:22][CH2:21][CH2:20][N:13]2[C:14]3[CH:19]=[CH:18][CH:17]=[CH:16][C:15]=3[CH:9]([CH2:5][C:6]([OH:8])=[O:7])[CH2:10][CH2:11][C:12]2=[O:41])[CH2:29][CH2:28]1, predict the reactants needed to synthesize it. The reactants are: C([CH:5]([C:9]1[CH2:10][CH2:11][C:12](=[O:41])[N:13]([CH2:20][CH2:21][NH:22][CH2:23][CH:24]2[CH2:29][CH2:28][CH:27]([NH:30][C:31]3[NH:32][C:33]([CH:39]=[CH2:40])=[C:34](/[CH:36]=[CH:37]\C)[N:35]=3)[CH2:26][CH2:25]2)[C:14]2[C:15]=1[CH2:16][CH:17]=[CH:18][CH:19]=2)[C:6]([OH:8])=[O:7])(C)(C)C.[C:42]([OH:48])([C:44]([F:47])([F:46])[F:45])=[O:43]. (4) Given the product [N:14]1[CH:15]=[CH:16][N:17]=[CH:18][C:13]=1[O:1][C@@H:2]1[CH2:3][CH2:4][C@H:5]([C:8]([O:10][CH3:11])=[O:9])[CH2:6][CH2:7]1, predict the reactants needed to synthesize it. The reactants are: [OH:1][C@H:2]1[CH2:7][CH2:6][C@H:5]([C:8]([O:10][CH3:11])=[O:9])[CH2:4][CH2:3]1.Cl[C:13]1[CH:18]=[N:17][CH:16]=[CH:15][N:14]=1.C(=O)([O-])[O-].[K+].[K+].CS([O-])=O.[Na+]. (5) Given the product [Br:12][C:8]1[CH:9]=[C:10]2[C:5]([N:4]=[CH:3][C:2](=[O:11])[NH:1]2)=[CH:6][CH:7]=1, predict the reactants needed to synthesize it. The reactants are: [NH:1]1[C:10]2[C:5](=[CH:6][CH:7]=[CH:8][CH:9]=2)[N:4]=[CH:3][C:2]1=[O:11].[Br:12]Br.O. (6) The reactants are: [CH:1]([O:4][C:5](=[O:19])[C:6]1[CH:11]=[CH:10][C:9]([O:12][CH:13]([CH3:15])[CH3:14])=[C:8]([N:16]=[C:17]=[S:18])[CH:7]=1)([CH3:3])[CH3:2].CC1C=CC(C([NH2:27])=O)=CC=1NC(N)=S.N. Given the product [CH:1]([O:4][C:5](=[O:19])[C:6]1[CH:11]=[CH:10][C:9]([O:12][CH:13]([CH3:14])[CH3:15])=[C:8]([NH:16][C:17]([NH2:27])=[S:18])[CH:7]=1)([CH3:2])[CH3:3], predict the reactants needed to synthesize it. (7) Given the product [C:30](=[O:31])([O:32][C:33]1[CH:34]=[CH:35][C:36]([N+:39]([O-:41])=[O:40])=[CH:37][CH:38]=1)[O:20][C@H:3]([CH2:4][N:5]1[CH:9]=[CH:8][C:7]([C:10]2[CH:15]=[CH:14][C:13]([C:16]([F:19])([F:18])[F:17])=[CH:12][CH:11]=2)=[N:6]1)[C:2]([CH3:22])([CH3:21])[CH3:1], predict the reactants needed to synthesize it. The reactants are: [CH3:1][C:2]([CH3:22])([CH3:21])[C@H:3]([OH:20])[CH2:4][N:5]1[CH:9]=[CH:8][C:7]([C:10]2[CH:15]=[CH:14][C:13]([C:16]([F:19])([F:18])[F:17])=[CH:12][CH:11]=2)=[N:6]1.N1C=CC=CC=1.Cl[C:30]([O:32][C:33]1[CH:38]=[CH:37][C:36]([N+:39]([O-:41])=[O:40])=[CH:35][CH:34]=1)=[O:31]. (8) Given the product [CH:20]12[CH2:29][CH:24]3[CH2:25][CH:26]([CH2:28][CH:22]([CH2:23]3)[CH:21]1[NH:30][C:15](=[O:17])[CH2:14][N:3]1[CH2:4][CH2:5][CH2:6][N:7]([C:8]3[CH:9]=[CH:10][CH:11]=[CH:12][CH:13]=3)[S:2]1(=[O:1])=[O:18])[CH2:27]2, predict the reactants needed to synthesize it. The reactants are: [O:1]=[S:2]1(=[O:18])[N:7]([C:8]2[CH:13]=[CH:12][CH:11]=[CH:10][CH:9]=2)[CH2:6][CH2:5][CH2:4][N:3]1[CH2:14][C:15]([OH:17])=O.Cl.[CH:20]12[CH2:29][CH:24]3[CH2:25][CH:26]([CH2:28][CH:22]([CH2:23]3)[CH:21]1[NH2:30])[CH2:27]2.CCN=C=NCCCN(C)C. (9) Given the product [CH3:1][CH2:2][C@@H:3]([C@@H:5]1[NH:29][C:27](=[O:28])[C@@H:26]([CH2:30][C:31]2[CH:32]=[CH:33][C:34]([O:37][CH2:38][CH3:39])=[CH:35][CH:36]=2)[NH:25][C:23](=[O:24])[CH2:22][CH2:21][S:20][S:19][CH2:18][C@@H:17]([C:40]([N:42]2[C@H:46]([C:47]([NH:49][C@H:50]([C:55]([NH:57][CH2:58][C:59]([NH2:61])=[O:60])=[O:56])[CH2:51][CH2:52][CH2:53][NH2:54])=[O:48])[CH2:45][CH2:44][CH2:43]2)=[O:41])[NH:16][C:14](=[O:15])[C@H:13]([CH2:62][C:63]([NH2:65])=[O:64])[NH:12][C:10](=[O:11])[CH:9]([C@H:66]([OH:68])[CH3:67])[NH:8][C:6]1=[O:7])[CH3:4], predict the reactants needed to synthesize it. The reactants are: [CH3:1][CH2:2][C@@H:3]([C@@H:5]1[NH:29][C:27](=[O:28])[C@@H:26]([CH2:30][C:31]2[CH:32]=[CH:33][C:34]([O:37][CH2:38][CH3:39])=[CH:35][CH:36]=2)[NH:25][C:23](=[O:24])[CH2:22][CH2:21][S:20][S:19][CH2:18][C@@H:17]([C:40]([N:42]2[C@H:46]([C:47]([NH:49][C@H:50]([C:55]([NH:57][CH2:58][C:59]([NH2:61])=[O:60])=[O:56])[CH2:51][CH2:52][CH2:53][NH2:54])=[O:48])[CH2:45][CH2:44][CH2:43]2)=[O:41])[NH:16][C:14](=[O:15])[C@H:13]([CH2:62][C:63]([NH2:65])=[O:64])[NH:12][C:10](=[O:11])[C@H:9]([C@H:66]([OH:68])[CH3:67])[NH:8][C:6]1=[O:7])[CH3:4].O.N.OO. (10) Given the product [O:12]=[C:7]([OH:8])[C@H:6]([C@@H:5]([C@H:4]([C@H:3]([CH2:2][OH:20])[OH:11])[OH:9])[OH:10])[OH:13], predict the reactants needed to synthesize it. The reactants are: Br[CH2:2][C@@H:3]([OH:11])[C@H:4]1[O:9][C:7](=[O:8])[C@H:6]2[O:10][C@@H:5]12.[OH2:12].[OH-:13].[Na+].CC(CC(C)=[O:20])C.